This data is from Forward reaction prediction with 1.9M reactions from USPTO patents (1976-2016). The task is: Predict the product of the given reaction. (1) Given the reactants [O:1]=[C:2]1[C:11]2[C:6](=[C:7]([CH:12]=[CH2:13])[N:8]=[CH:9][CH:10]=2)[O:5][C:4]([C:14]2[CH:19]=[CH:18][CH:17]=[CH:16][CH:15]=2)=[C:3]1[C:20]1[CH:25]=[CH:24][C:23]([C:26]2([NH:30]C(=O)OC(C)(C)C)[CH2:29][CH2:28][CH2:27]2)=[CH:22][CH:21]=1.[ClH:38].O1CCOCC1, predict the reaction product. The product is: [NH2:30][C:26]1([C:23]2[CH:22]=[CH:21][C:20]([C:3]3[C:2](=[O:1])[C:11]4[C:6]([O:5][C:4]=3[C:14]3[CH:19]=[CH:18][CH:17]=[CH:16][CH:15]=3)=[C:7]([CH2:12][CH2:13][Cl:38])[N:8]=[CH:9][CH:10]=4)=[CH:25][CH:24]=2)[CH2:27][CH2:28][CH2:29]1.[ClH:38]. (2) Given the reactants [F:1][C:2]1[CH:3]=[C:4]([CH:19]=[CH:20][C:21]=1[O:22][CH3:23])[CH:5]=[C:6]1[CH2:11][CH2:10][N:9]([C:12]([O:14][C:15]([CH3:18])([CH3:17])[CH3:16])=[O:13])[CH2:8][CH2:7]1.[H][H], predict the reaction product. The product is: [F:1][C:2]1[CH:3]=[C:4]([CH:19]=[CH:20][C:21]=1[O:22][CH3:23])[CH2:5][CH:6]1[CH2:11][CH2:10][N:9]([C:12]([O:14][C:15]([CH3:18])([CH3:17])[CH3:16])=[O:13])[CH2:8][CH2:7]1. (3) Given the reactants [CH2:1]([O:3][C:4](=C)[CH2:5][CH2:6][C:7]1[CH:14]=[CH:13][C:12]([OH:15])=[CH:11][C:8]=1[C:9]#[N:10])[CH3:2].[CH3:17][C:18]1[O:22][C:21]([C:23]2[CH:28]=[CH:27][C:26]([O:29][C:30]3[CH:35]=[CH:34][CH:33]=[CH:32][CH:31]=3)=[CH:25][CH:24]=2)=[N:20][C:19]=1[CH2:36][CH2:37]OS(C1C=CC(C)=CC=1)(=O)=O.CN(C=[O:53])C, predict the reaction product. The product is: [CH2:1]([O:3][C:4](=[O:53])[CH2:5][CH2:6][C:7]1[CH:14]=[CH:13][C:12]([O:15][CH2:37][CH2:36][C:19]2[N:20]=[C:21]([C:23]3[CH:28]=[CH:27][C:26]([O:29][C:30]4[CH:35]=[CH:34][CH:33]=[CH:32][CH:31]=4)=[CH:25][CH:24]=3)[O:22][C:18]=2[CH3:17])=[CH:11][C:8]=1[C:9]#[N:10])[CH3:2]. (4) Given the reactants [F:1][C:2]1[CH:21]=[CH:20][C:5]([C:6]([NH:8][CH2:9][C:10]([O:12]CC2C=CC=CC=2)=[O:11])=[O:7])=[CH:4][C:3]=1[N+:22]([O-])=O, predict the reaction product. The product is: [NH2:22][C:3]1[CH:4]=[C:5]([CH:20]=[CH:21][C:2]=1[F:1])[C:6]([NH:8][CH2:9][C:10]([OH:12])=[O:11])=[O:7]. (5) The product is: [OH:8][C:9]1[C:10]([C:26]([O:28][CH2:29][CH3:30])=[O:27])=[N:11][N:12]2[CH:17]([C:18]3[S:19][CH:20]=[C:21]([CH3:23])[N:22]=3)[CH2:16][N:15]([CH3:24])[C:14](=[O:25])[C:13]=12. Given the reactants C([O:8][C:9]1[C:10]([C:26]([O:28][CH2:29][CH3:30])=[O:27])=[N:11][N:12]2[CH:17]([C:18]3[S:19][CH:20]=[C:21]([CH3:23])[N:22]=3)[CH2:16][N:15]([CH3:24])[C:14](=[O:25])[C:13]=12)C1C=CC=CC=1, predict the reaction product. (6) Given the reactants [Cl:1][C:2]1[C:11]2[C:6](=[CH:7][C:8]([C:12]([O:14]CC)=O)=[CH:9][CH:10]=2)[N:5]=[CH:4][CH:3]=1.[OH-].[NH4+:18], predict the reaction product. The product is: [Cl:1][C:2]1[C:11]2[C:6](=[CH:7][C:8]([C:12]([NH2:18])=[O:14])=[CH:9][CH:10]=2)[N:5]=[CH:4][CH:3]=1. (7) Given the reactants [Cl:1][C:2]1[CH:9]=[C:8]([F:10])[CH:7]=[CH:6][C:3]=1[C:4]#[N:5].[Li+].CC([N-]C(C)C)C.[CH2:19]1[O:21][CH2:20]1, predict the reaction product. The product is: [Cl:1][C:2]1[C:9]([CH2:19][CH2:20][OH:21])=[C:8]([F:10])[CH:7]=[CH:6][C:3]=1[C:4]#[N:5].